Dataset: Full USPTO retrosynthesis dataset with 1.9M reactions from patents (1976-2016). Task: Predict the reactants needed to synthesize the given product. (1) Given the product [F:1][C:2]1[CH:3]=[CH:4][C:5]([C:8]2[N:9]=[C:10]3[CH:15]=[CH:14][C:13]([N:16]4[CH2:17][CH2:18][C:19]5([CH2:24][N:23]([C:25]([O:27][C:28]([CH3:29])([CH3:30])[CH3:31])=[O:26])[CH2:22][CH2:21][CH2:20]5)[CH2:32][CH2:33]4)=[N:12][N:11]3[C:34]=2[C:35]2[CH:40]=[CH:39][N:38]=[C:37]3[NH:41][CH:42]=[CH:43][C:36]=23)=[CH:6][CH:7]=1, predict the reactants needed to synthesize it. The reactants are: [F:1][C:2]1[CH:7]=[CH:6][C:5]([C:8]2[N:9]=[C:10]3[CH:15]=[CH:14][C:13]([N:16]4[CH2:33][CH2:32][C:19]5([CH2:24][N:23]([C:25]([O:27][C:28]([CH3:31])([CH3:30])[CH3:29])=[O:26])[CH2:22][CH2:21][CH2:20]5)[CH2:18][CH2:17]4)=[N:12][N:11]3[C:34]=2[C:35]2[CH:40]=[CH:39][N:38]=[C:37]3[N:41](S(C4C=CC(C)=CC=4)(=O)=O)[CH:42]=[CH:43][C:36]=23)=[CH:4][CH:3]=1.[OH-].[Na+]. (2) Given the product [Br:3][C:4]1[CH:5]=[C:6]([N:13]2[CH2:19][CH2:18][O:17][CH2:16][CH2:15]2)[C:7]2[N:8]([CH:10]=[CH:11][N:12]=2)[CH:9]=1, predict the reactants needed to synthesize it. The reactants are: [H-].[Na+].[Br:3][C:4]1[CH:5]=[C:6]([NH2:13])[C:7]2[N:8]([CH:10]=[CH:11][N:12]=2)[CH:9]=1.Br[CH2:15][CH2:16][O:17][CH2:18][CH2:19]Br. (3) Given the product [CH:1]([C:4]1[NH:5][C:6]2[C:12]([Br:14])=[C:11]([NH2:13])[CH:10]=[CH:9][C:7]=2[N:8]=1)([CH3:3])[CH3:2], predict the reactants needed to synthesize it. The reactants are: [CH:1]([C:4]1[NH:5][C:6]2[CH:12]=[C:11]([NH2:13])[CH:10]=[CH:9][C:7]=2[N:8]=1)([CH3:3])[CH3:2].[Br:14]Br. (4) Given the product [Cl:33][C:30]1[CH:29]=[CH:28][C:27]([N:26]([C@H:19]2[C:20]3[C:25](=[CH:24][CH:23]=[CH:22][CH:21]=3)[N:16]([C:14](=[O:15])[C:11]3[CH:10]=[CH:9][C:8]([O:7][CH2:6][CH2:5][CH2:4][C:3]4[O:2][N:42]=[C:39]([CH3:40])[N:41]=4)=[CH:13][CH:12]=3)[C@@H:17]([CH3:37])[CH2:18]2)[C:34](=[O:36])[CH3:35])=[CH:32][CH:31]=1, predict the reactants needed to synthesize it. The reactants are: C[O:2][C:3](=O)[CH2:4][CH2:5][CH2:6][O:7][C:8]1[CH:13]=[CH:12][C:11]([C:14]([N:16]2[C:25]3[C:20](=[CH:21][CH:22]=[CH:23][CH:24]=3)[C@H:19]([N:26]([C:34](=[O:36])[CH3:35])[C:27]3[CH:32]=[CH:31][C:30]([Cl:33])=[CH:29][CH:28]=3)[CH2:18][C@@H:17]2[CH3:37])=[O:15])=[CH:10][CH:9]=1.[C:39](=[N:42]O)([NH2:41])[CH3:40].[H-].[Na+].COC(=O)CCCOC1C=CC=CC=1C(N1C2C(=CC=CC=2)C(N(C(=O)C)C2C=CC(Cl)=CC=2)CC1C)=O. (5) Given the product [F:1][C:2]1[CH:3]=[C:4]([N:26]([C:35]2[CH:36]=[CH:37][CH:38]=[CH:39][CH:40]=2)[C:27]([C:29]2([C:32]([NH2:34])=[O:33])[CH2:31][CH2:30]2)=[O:28])[CH:5]=[CH:6][C:7]=1[O:8][C:9]1[CH:14]=[CH:13][N:12]=[C:11]2[CH:15]=[C:16]([C:18]3[CH:23]=[CH:22][C:21]([CH2:24][NH:45][CH2:44][CH2:43][O:42][CH3:41])=[CH:20][N:19]=3)[S:17][C:10]=12, predict the reactants needed to synthesize it. The reactants are: [F:1][C:2]1[CH:3]=[C:4]([N:26]([C:35]2[CH:40]=[CH:39][CH:38]=[CH:37][CH:36]=2)[C:27]([C:29]2([C:32]([NH2:34])=[O:33])[CH2:31][CH2:30]2)=[O:28])[CH:5]=[CH:6][C:7]=1[O:8][C:9]1[CH:14]=[CH:13][N:12]=[C:11]2[CH:15]=[C:16]([C:18]3[CH:23]=[CH:22][C:21]([CH:24]=O)=[CH:20][N:19]=3)[S:17][C:10]=12.[CH3:41][O:42][CH2:43][CH2:44][NH2:45].C(O[BH-](OC(=O)C)OC(=O)C)(=O)C.[Na+]. (6) The reactants are: [Cl:1][C:2]1[N:7]=[CH:6][C:5]([NH2:8])=[C:4]([C:9]2[C:10](F)=[N:11][CH:12]=[CH:13][CH:14]=2)[C:3]=1[F:16].C[Si]([N-][Si](C)(C)C)(C)C.[Na+]. Given the product [Cl:1][C:2]1[N:7]=[CH:6][C:5]2[NH:8][C:10]3[N:11]=[CH:12][CH:13]=[CH:14][C:9]=3[C:4]=2[C:3]=1[F:16], predict the reactants needed to synthesize it. (7) Given the product [CH3:13][O:12][C:9]1[CH:10]=[CH:11][C:6]([C:3]2([CH2:2][C:14]#[N:15])[CH2:5][CH2:4]2)=[CH:7][CH:8]=1, predict the reactants needed to synthesize it. The reactants are: Br[CH2:2][C:3]1([C:6]2[CH:11]=[CH:10][C:9]([O:12][CH3:13])=[CH:8][CH:7]=2)[CH2:5][CH2:4]1.[C-:14]#[N:15].[Na+].C(Cl)(Cl)Cl.